This data is from Blood-brain barrier permeability classification from the B3DB database. The task is: Regression/Classification. Given a drug SMILES string, predict its absorption, distribution, metabolism, or excretion properties. Task type varies by dataset: regression for continuous measurements (e.g., permeability, clearance, half-life) or binary classification for categorical outcomes (e.g., BBB penetration, CYP inhibition). Dataset: b3db_classification. (1) The molecule is CCC(OC(C)=O)C(CC(C)N(C)C)(c1ccccc1)c1ccccc1. The result is 1 (penetrates BBB). (2) The result is 1 (penetrates BBB). The drug is CCC(=O)N(c1ccccc1)[C@@]1(C(=O)OC)CCN(CCc2ccccc2)C[C@H]1C. (3) The drug is CN[C@H](C)[C@@H](O)c1ccc(O)cc1. The result is 0 (does not penetrate BBB). (4) The molecule is CC(=O)OCC1=C(C(=O)O)N2C(=O)[C@@H](NC(=O)CSc3ccncc3)[C@H]2SC1. The result is 0 (does not penetrate BBB). (5) The compound is O=c1[nH]c2ccccc2n1C1CCN(CCCC(c2ccc(F)cc2)c2ccc(F)cc2)CC1. The result is 1 (penetrates BBB). (6) The drug is CO/N=C(/C(=O)NC1C(=O)N2C(C(=O)O)=CCSC12)c1csc(N)n1. The result is 0 (does not penetrate BBB). (7) The compound is CCOC(=O)[C@]1(N)[C@@H](S(C)(=O)=O)[C@@H]1c1ccc2c(c1)OCO2. The result is 0 (does not penetrate BBB).